From a dataset of Forward reaction prediction with 1.9M reactions from USPTO patents (1976-2016). Predict the product of the given reaction. (1) Given the reactants [Cl:1][C:2]1[CH:7]=[C:6]([F:8])[C:5]([N:9]2[C:14](=[O:15])[CH:13]=[C:12]([C:16]([F:19])([F:18])[F:17])[N:11]([CH3:20])[C:10]2=[O:21])=[C:4]([NH:22][NH2:23])[C:3]=1[O:24][CH3:25].[CH:26]1([C:29](Cl)=[O:30])[CH2:28][CH2:27]1.C(N(CC)CC)C.O, predict the reaction product. The product is: [Cl:1][C:2]1[CH:7]=[C:6]([F:8])[C:5]([N:9]2[C:14](=[O:15])[CH:13]=[C:12]([C:16]([F:17])([F:19])[F:18])[N:11]([CH3:20])[C:10]2=[O:21])=[C:4]([NH:22][NH:23][C:29]([CH:26]2[CH2:28][CH2:27]2)=[O:30])[C:3]=1[O:24][CH3:25]. (2) Given the reactants Br[C:2]1[CH:3]=[C:4]([O:16][CH2:17][CH3:18])[C:5]([NH:8][C:9]2[CH:14]=[CH:13][CH:12]=[C:11]([CH3:15])[N:10]=2)=[N:6][CH:7]=1.[CH3:19]B(O)O.[F-].[Cs+], predict the reaction product. The product is: [CH2:17]([O:16][C:4]1[C:5]([NH:8][C:9]2[CH:14]=[CH:13][CH:12]=[C:11]([CH3:15])[N:10]=2)=[N:6][CH:7]=[C:2]([CH3:19])[CH:3]=1)[CH3:18].